Dataset: Peptide-MHC class I binding affinity with 185,985 pairs from IEDB/IMGT. Task: Regression. Given a peptide amino acid sequence and an MHC pseudo amino acid sequence, predict their binding affinity value. This is MHC class I binding data. (1) The peptide sequence is CFPSTQRDYY. The MHC is HLA-A03:01 with pseudo-sequence HLA-A03:01. The binding affinity (normalized) is 0. (2) The peptide sequence is IICEDAMYYA. The MHC is HLA-A68:02 with pseudo-sequence HLA-A68:02. The binding affinity (normalized) is 0.389. (3) The peptide sequence is HLKRTILAL. The MHC is HLA-B15:01 with pseudo-sequence HLA-B15:01. The binding affinity (normalized) is 0.505.